The task is: Predict which catalyst facilitates the given reaction.. This data is from Catalyst prediction with 721,799 reactions and 888 catalyst types from USPTO. (1) Reactant: [Cl:1]C(OCC)=O.[F:7][C:8]1[C:13]([F:14])=[CH:12][CH:11]=[CH:10][C:9]=1[CH2:15][CH2:16][O:17][CH2:18][CH2:19][CH2:20][CH2:21][CH2:22][CH2:23][C:24]([OH:26])=O.C(N(CC)CC)C. Product: [F:7][C:8]1[C:13]([F:14])=[CH:12][CH:11]=[CH:10][C:9]=1[CH2:15][CH2:16][O:17][CH2:18][CH2:19][CH2:20][CH2:21][CH2:22][CH2:23][C:24]([Cl:1])=[O:26]. The catalyst class is: 4. (2) Reactant: [CH3:1][O:2][C:3](=[O:27])[CH:4]([N:24]=[C:25]=[S:26])[CH2:5][O:6][Si:7]([C:20]([CH3:23])([CH3:22])[CH3:21])([C:14]1[CH:19]=[CH:18][CH:17]=[CH:16][CH:15]=1)[C:8]1[CH:13]=[CH:12][CH:11]=[CH:10][CH:9]=1.[OH:28][CH:29]1[CH2:32][NH:31][CH2:30]1. Product: [CH3:1][O:2][C:3](=[O:27])[C@@H:4]([NH:24][C:25]([N:31]1[CH2:32][CH:29]([OH:28])[CH2:30]1)=[S:26])[CH2:5][O:6][Si:7]([C:20]([CH3:23])([CH3:21])[CH3:22])([C:8]1[CH:13]=[CH:12][CH:11]=[CH:10][CH:9]=1)[C:14]1[CH:19]=[CH:18][CH:17]=[CH:16][CH:15]=1. The catalyst class is: 30. (3) Reactant: Cl.[CH3:2][C:3]([CH3:37])([CH2:35][CH3:36])[CH2:4][C:5]1[N:6]=[C:7]([C:16]([OH:34])([CH3:33])[CH2:17][C:18]2[CH:23]=[CH:22][C:21]([C:24]3[CH:29]=[CH:28][CH:27]=[CH:26][C:25]=3[S:30]([CH3:32])=[O:31])=[CH:20][CH:19]=2)[N:8](S(N(C)C)(=O)=O)[CH:9]=1. Product: [CH3:2][C:3]([CH3:37])([CH2:35][CH3:36])[CH2:4][C:5]1[N:6]=[C:7]([C:16]([OH:34])([CH3:33])[CH2:17][C:18]2[CH:23]=[CH:22][C:21]([C:24]3[CH:29]=[CH:28][CH:27]=[CH:26][C:25]=3[S:30]([CH3:32])=[O:31])=[CH:20][CH:19]=2)[NH:8][CH:9]=1. The catalyst class is: 5. (4) Reactant: [NH2:1][C:2]1[CH:3]=[C:4]2[C:9](=[CH:10][CH:11]=1)[CH:8]=[N:7][CH:6]=[CH:5]2.[H-].[Na+].[CH2:14]([O:21][C:22](Cl)=[O:23])[C:15]1[CH:20]=[CH:19][CH:18]=[CH:17][CH:16]=1. Product: [CH2:14]([O:21][C:22](=[O:23])[NH:1][C:2]1[CH:3]=[C:4]2[C:9](=[CH:10][CH:11]=1)[CH:8]=[N:7][CH:6]=[CH:5]2)[C:15]1[CH:20]=[CH:19][CH:18]=[CH:17][CH:16]=1. The catalyst class is: 3. (5) Reactant: [CH2:1]([P:10](=[O:17])([O:14][CH2:15][CH3:16])[O:11][CH2:12][CH3:13])P(=O)(OCC)OCC.[H-].[Na+].[CH:20]([C:22]1[C:23]([NH:33][C:34](=[O:58])[CH2:35][C:36]2[CH:41]=[CH:40][C:39]([O:42][CH2:43][C:44]3[N:45]=[C:46]([C:50]4[CH:55]=[CH:54][CH:53]=[CH:52][CH:51]=4)[O:47][C:48]=3[CH3:49])=[C:38]([O:56][CH3:57])[CH:37]=2)=[N:24][N:25]([C:27]2[CH:32]=[CH:31][CH:30]=[CH:29][CH:28]=2)[CH:26]=1)=O.O. Product: [CH3:57][O:56][C:38]1[CH:37]=[C:36]([CH2:35][C:34]([NH:33][C:23]2[C:22](/[CH:20]=[CH:1]/[P:10](=[O:17])([O:11][CH2:12][CH3:13])[O:14][CH2:15][CH3:16])=[CH:26][N:25]([C:27]3[CH:32]=[CH:31][CH:30]=[CH:29][CH:28]=3)[N:24]=2)=[O:58])[CH:41]=[CH:40][C:39]=1[O:42][CH2:43][C:44]1[N:45]=[C:46]([C:50]2[CH:51]=[CH:52][CH:53]=[CH:54][CH:55]=2)[O:47][C:48]=1[CH3:49]. The catalyst class is: 9. (6) Reactant: [NH:1]1[C:9]2[C:4](=[CH:5][CH:6]=[C:7]3[O:12][CH2:11][CH2:10][C:8]3=2)[C:3](=O)[C:2]1=O.[BH4-].[Na+].B(F)(F)F.CCOCC. Product: [NH:1]1[C:9]2[C:4](=[CH:5][CH:6]=[C:7]3[O:12][CH2:11][CH2:10][C:8]3=2)[CH:3]=[CH:2]1. The catalyst class is: 7. (7) Reactant: [OH:1][C:2]1[CH:7]=[CH:6][CH:5]=[CH:4][C:3]=1[CH:8]([NH:13][C:14]([CH2:16][C:17]1[CH:31]=[CH:30][C:20]([O:21][C:22]([CH3:29])([CH3:28])[C:23]([O:25][CH2:26][CH3:27])=[O:24])=[CH:19][CH:18]=1)=[O:15])[CH2:9][CH2:10][CH2:11][CH3:12].C(=O)([O-])[O-].[K+].[K+].[CH2:38](Br)[CH:39]([CH3:41])[CH3:40]. Product: [CH2:38]([O:1][C:2]1[CH:7]=[CH:6][CH:5]=[CH:4][C:3]=1[CH:8]([NH:13][C:14]([CH2:16][C:17]1[CH:18]=[CH:19][C:20]([O:21][C:22]([CH3:29])([CH3:28])[C:23]([O:25][CH2:26][CH3:27])=[O:24])=[CH:30][CH:31]=1)=[O:15])[CH2:9][CH2:10][CH2:11][CH3:12])[CH:39]([CH3:41])[CH3:40]. The catalyst class is: 10. (8) Reactant: Cl[C:2]1[CH:7]=[N:6][CH:5]=[C:4]([O:8][C:9]2[CH:10]=[C:11]3[C:15](=[CH:16][CH:17]=2)[C:14](=[O:18])[CH2:13][CH2:12]3)[N:3]=1.[CH3:19][O:20][C:21]1[CH:22]=[C:23]([CH:25]=[C:26]([O:30][CH3:31])[C:27]=1[O:28][CH3:29])[NH2:24]. Product: [CH3:31][O:30][C:26]1[CH:25]=[C:23]([NH:24][C:2]2[CH:7]=[N:6][CH:5]=[C:4]([O:8][C:9]3[CH:10]=[C:11]4[C:15](=[CH:16][CH:17]=3)[C:14](=[O:18])[CH2:13][CH2:12]4)[N:3]=2)[CH:22]=[C:21]([O:20][CH3:19])[C:27]=1[O:28][CH3:29]. The catalyst class is: 25. (9) Reactant: Cl.[NH2:2][CH2:3][CH2:4][O:5][C:6]1[CH:15]=[CH:14][C:9]([C:10]([O:12][CH3:13])=[O:11])=[CH:8][CH:7]=1.[C:16](Cl)(=[O:23])[C:17]1[CH:22]=[CH:21][CH:20]=[CH:19][CH:18]=1.C(N(CC)CC)C. Product: [C:17]1([C:16]([NH:2][CH2:3][CH2:4][O:5][C:6]2[CH:15]=[CH:14][C:9]([C:10]([O:12][CH3:13])=[O:11])=[CH:8][CH:7]=2)=[O:23])[CH:22]=[CH:21][CH:20]=[CH:19][CH:18]=1. The catalyst class is: 56. (10) Reactant: [H-].[Na+].[NH:3]1[C:11]2[C:6](=[CH:7][CH:8]=[CH:9][CH:10]=2)[C:5]([CH:12]2[CH2:17][CH2:16][N:15]([C:18]3[CH:19]=[CH:20][C:21]4[N:22]([C:24]([C:27]([F:30])([F:29])[F:28])=[N:25][N:26]=4)[N:23]=3)[CH2:14][CH2:13]2)=[CH:4]1.Cl.Cl[CH2:33][CH2:34][N:35]1[CH2:39][CH2:38][CH2:37][CH2:36]1. Product: [N:35]1([CH2:34][CH2:33][N:3]2[C:11]3[C:6](=[CH:7][CH:8]=[CH:9][CH:10]=3)[C:5]([CH:12]3[CH2:13][CH2:14][N:15]([C:18]4[CH:19]=[CH:20][C:21]5[N:22]([C:24]([C:27]([F:30])([F:29])[F:28])=[N:25][N:26]=5)[N:23]=4)[CH2:16][CH2:17]3)=[CH:4]2)[CH2:39][CH2:38][CH2:37][CH2:36]1. The catalyst class is: 3.